From a dataset of Reaction yield outcomes from USPTO patents with 853,638 reactions. Predict the reaction yield, written as a fraction of the theoretical maximum amount of product (1.0 means a 100% yield; for example, 0.34 means a 34% yield). (1) The reactants are Cl.[CH3:2][O:3][C:4](=[O:9])[C:5]([NH2:8])([CH3:7])[CH3:6].[C:10]([C:13]1[CH:18]=[CH:17][C:16]([S:19](Cl)(=[O:21])=[O:20])=[CH:15][CH:14]=1)(=[O:12])[CH3:11].C(N(CC)CC)C.O. The catalyst is C(Cl)Cl. The product is [CH3:2][O:3][C:4](=[O:9])[C:5]([NH:8][S:19]([C:16]1[CH:15]=[CH:14][C:13]([C:10](=[O:12])[CH3:11])=[CH:18][CH:17]=1)(=[O:21])=[O:20])([CH3:7])[CH3:6]. The yield is 0.560. (2) The reactants are [C:1]1([CH3:7])[CH:6]=[CH:5]C=[CH:3][CH:2]=1.CN1[CH:13]=[CH:12][N:11]=[CH:10]1.[N+](=[CH:16][C:17]([O:19][CH2:20][CH3:21])=[O:18])=[N-]. The catalyst is CCOC(C)=O. The product is [C:1]([C:12]1[N:11]=[CH:10][C:6]([C:1]2([CH2:2][CH3:3])[CH2:7][CH:16]2[C:17]([O:19][CH2:20][CH3:21])=[O:18])=[CH:5][CH:13]=1)([CH3:7])([CH3:6])[CH3:2]. The yield is 0.490. (3) The reactants are [CH3:1][C:2]1[C:3]([C:23]2[CH:28]=[CH:27][C:26](=[O:29])[N:25]([CH3:30])[CH:24]=2)=[N:4][N:5]([C:17]2[CH:22]=[CH:21][CH:20]=[CH:19][CH:18]=2)[C:6]=1[NH:7][C:8](=[O:16])OC1C=CC=CC=1.C1(C2C=CC(COC)=CC=2CN)CC1.[CH:45]1([CH:48]([C:50]2[CH:55]=[CH:54][CH:53]=[C:52]([CH2:56][O:57][CH3:58])[CH:51]=2)[NH2:49])[CH2:47][CH2:46]1. No catalyst specified. The product is [CH:45]1([CH:48]([C:50]2[CH:55]=[CH:54][CH:53]=[C:52]([CH2:56][O:57][CH3:58])[CH:51]=2)[NH:49][C:8]([NH:7][C:6]2[N:5]([C:17]3[CH:22]=[CH:21][CH:20]=[CH:19][CH:18]=3)[N:4]=[C:3]([C:23]3[CH:28]=[CH:27][C:26](=[O:29])[N:25]([CH3:30])[CH:24]=3)[C:2]=2[CH3:1])=[O:16])[CH2:46][CH2:47]1. The yield is 0.390.